From a dataset of Reaction yield outcomes from USPTO patents with 853,638 reactions. Predict the reaction yield, written as a fraction of the theoretical maximum amount of product (1.0 means a 100% yield; for example, 0.34 means a 34% yield). (1) The reactants are Br[CH2:2][C:3]([C:5]1[CH:10]=[CH:9][CH:8]=[CH:7][CH:6]=1)=O.[NH2:11][C:12]1[C:17]([N+:18]([O-:20])=[O:19])=[CH:16][CH:15]=[CH:14][C:13]=1[OH:21].C([O-])([O-])=O.[K+].[K+].CCOC(C)=O. The catalyst is CC#N. The product is [N+:18]([C:17]1[C:12]2[N:11]=[C:3]([C:5]3[CH:10]=[CH:9][CH:8]=[CH:7][CH:6]=3)[CH2:2][O:21][C:13]=2[CH:14]=[CH:15][CH:16]=1)([O-:20])=[O:19]. The yield is 1.00. (2) The reactants are [Si:1]([O:18][CH:19]1[CH2:22][NH:21][CH2:20]1)([C:14]([CH3:17])([CH3:16])[CH3:15])([C:8]1[CH:13]=[CH:12][CH:11]=[CH:10][CH:9]=1)[C:2]1[CH:7]=[CH:6][CH:5]=[CH:4][CH:3]=1.CCN(C(C)C)[CH:26]([CH3:28])[CH3:27].C(Br)C#C. The catalyst is C(Cl)Cl. The product is [Si:1]([O:18][CH:19]1[CH2:20][N:21]([CH2:28][C:26]#[CH:27])[CH2:22]1)([C:14]([CH3:17])([CH3:15])[CH3:16])([C:2]1[CH:3]=[CH:4][CH:5]=[CH:6][CH:7]=1)[C:8]1[CH:13]=[CH:12][CH:11]=[CH:10][CH:9]=1. The yield is 0.490. (3) The reactants are C[Al](C)C.CCCCCC.[CH:11]1[C:16]([NH2:17])=[CH:15][CH:14]=[C:13]([S:18]([NH:21][C:22]2[S:26][CH:25]=[CH:24][N:23]=2)(=[O:20])=[O:19])[CH:12]=1.[Cl:27][C:28]1[CH:29]=[C:30]2[C:35](=[CH:36][CH:37]=1)[N:34]([C@H:38]1[CH2:42][CH2:41][O:40][C:39]1=[O:43])[CH2:33][CH2:32][CH2:31]2.Cl. The catalyst is ClCCl.C(OC(=O)C)C. The product is [Cl:27][C:28]1[CH:29]=[C:30]2[C:35](=[CH:36][CH:37]=1)[N:34]([C@@H:38]([CH2:42][CH2:41][OH:40])[C:39]([NH:17][C:16]1[CH:11]=[CH:12][C:13]([S:18](=[O:20])(=[O:19])[NH:21][C:22]3[S:26][CH:25]=[CH:24][N:23]=3)=[CH:14][CH:15]=1)=[O:43])[CH2:33][CH2:32][CH2:31]2. The yield is 0.300.